Predict the product of the given reaction. From a dataset of Forward reaction prediction with 1.9M reactions from USPTO patents (1976-2016). (1) The product is: [NH2:1][C:4]1[CH:5]=[C:6]([NH:10][C:11]([C:13]2[CH:22]=[CH:21][C:20]3[C:15](=[CH:16][CH:17]=[CH:18][CH:19]=3)[CH:14]=2)=[O:12])[CH:7]=[CH:8][CH:9]=1. Given the reactants [N+:1]([C:4]1[CH:5]=[C:6]([NH:10][C:11]([C:13]2[CH:22]=[CH:21][C:20]3[C:15](=[CH:16][CH:17]=[CH:18][CH:19]=3)[CH:14]=2)=[O:12])[CH:7]=[CH:8][CH:9]=1)([O-])=O.Cl.C(=O)(O)[O-].[Na+], predict the reaction product. (2) Given the reactants [NH2:1][C:2]1[CH:7]=[CH:6][C:5]([C:8]2[CH:13]=[CH:12][C:11]([S:14]([N:17]3[CH:21]([C:22]([OH:24])=[O:23])[CH2:20][CH:19]4[CH2:25][CH2:26][CH2:27][CH:18]34)(=[O:16])=[O:15])=[CH:10][CH:9]=2)=[CH:4][CH:3]=1.N1C=CC=CC=1.[C:34]1([S:40](Cl)(=[O:42])=[O:41])[CH:39]=[CH:38][CH:37]=[CH:36][CH:35]=1, predict the reaction product. The product is: [C:34]1([S:40]([NH:1][C:2]2[CH:7]=[CH:6][C:5]([C:8]3[CH:9]=[CH:10][C:11]([S:14]([N:17]4[CH:21]([C:22]([OH:24])=[O:23])[CH2:20][CH:19]5[CH2:25][CH2:26][CH2:27][CH:18]45)(=[O:16])=[O:15])=[CH:12][CH:13]=3)=[CH:4][CH:3]=2)(=[O:42])=[O:41])[CH:39]=[CH:38][CH:37]=[CH:36][CH:35]=1. (3) Given the reactants [C:1]([O:5][C:6]([N:8]1[C:12](=[O:13])[C:11]2([CH2:18][CH2:17][N:16]([S:19]([CH2:22][CH2:23][C:24]3[CH:29]=[CH:28][C:27]([C:30]([O:32][C:33]([CH3:36])([CH3:35])[CH3:34])=[O:31])=[CH:26][C:25]=3[CH3:37])(=[O:21])=[O:20])[CH2:15][CH2:14]2)[N:10]=[C:9]1[C:38]1[CH:43]=[C:42]([C:44]([F:47])([F:46])[F:45])[CH:41]=[C:40]([O:48]CC2C=CC=CC=2)[CH:39]=1)=[O:7])([CH3:4])([CH3:3])[CH3:2].[H][H], predict the reaction product. The product is: [C:1]([O:5][C:6]([N:8]1[C:12](=[O:13])[C:11]2([CH2:18][CH2:17][N:16]([S:19]([CH2:22][CH2:23][C:24]3[CH:29]=[CH:28][C:27]([C:30]([O:32][C:33]([CH3:35])([CH3:34])[CH3:36])=[O:31])=[CH:26][C:25]=3[CH3:37])(=[O:21])=[O:20])[CH2:15][CH2:14]2)[N:10]=[C:9]1[C:38]1[CH:43]=[C:42]([C:44]([F:46])([F:47])[F:45])[CH:41]=[C:40]([OH:48])[CH:39]=1)=[O:7])([CH3:2])([CH3:3])[CH3:4]. (4) Given the reactants [CH3:1][O:2][C:3]1[CH:12]=[CH:11][C:6]([C:7]([O:9]C)=[O:8])=[CH:5][N:4]=1.[OH-].[Na+:14], predict the reaction product. The product is: [CH3:1][O:2][C:3]1[CH:12]=[CH:11][C:6]([C:7]([O-:9])=[O:8])=[CH:5][N:4]=1.[Na+:14]. (5) Given the reactants C([O:9][CH:10]1[O:42][C@@H:41]([CH3:43])[C@H:31]([O:32][C:33](=[O:40])[C:34]2[CH:39]=[CH:38][CH:37]=[CH:36][CH:35]=2)[C@@H:21]([O:22][C:23](=[O:30])[C:24]2[CH:29]=[CH:28][CH:27]=[CH:26][CH:25]=2)[C@H:11]1[O:12][C:13](=[O:20])[C:14]1[CH:19]=[CH:18][CH:17]=[CH:16][CH:15]=1)(=O)C1C=CC=CC=1, predict the reaction product. The product is: [C:13]([O:12][C@@H:11]1[C@H:21]([O:22][C:23](=[O:30])[C:24]2[CH:29]=[CH:28][CH:27]=[CH:26][CH:25]=2)[C@@H:31]([O:32][C:33](=[O:40])[C:34]2[CH:35]=[CH:36][CH:37]=[CH:38][CH:39]=2)[C@H:41]([CH3:43])[O:42][CH:10]1[OH:9])(=[O:20])[C:14]1[CH:19]=[CH:18][CH:17]=[CH:16][CH:15]=1. (6) The product is: [CH:1]1([CH2:4][O:5][C:6]2[CH:11]=[CH:10][C:9]([CH:12]([F:13])[F:14])=[CH:8][C:7]=2[C:15]2[C:16]3[NH:23][C:22]([CH3:24])=[C:21]([C:25]([NH:28][C@H:29]4[CH2:34][CH2:33][C@H:32]([NH:35][C:36](=[O:42])[O:37][C:38]([CH3:40])([CH3:39])[CH3:41])[CH2:31][CH2:30]4)=[O:26])[C:17]=3[N:18]=[CH:19][N:20]=2)[CH2:3][CH2:2]1. Given the reactants [CH:1]1([CH2:4][O:5][C:6]2[CH:11]=[CH:10][C:9]([CH:12]([F:14])[F:13])=[CH:8][C:7]=2[C:15]2[C:16]3[NH:23][C:22]([CH3:24])=[C:21]([C:25](O)=[O:26])[C:17]=3[N:18]=[CH:19][N:20]=2)[CH2:3][CH2:2]1.[NH2:28][C@H:29]1[CH2:34][CH2:33][C@H:32]([NH:35][C:36](=[O:42])[O:37][C:38]([CH3:41])([CH3:40])[CH3:39])[CH2:31][CH2:30]1, predict the reaction product.